From a dataset of Tox21: 12 toxicity assays (nuclear receptors and stress response pathways). Binary classification across 12 toxicity assays. (1) The molecule is c1ccc2c(c1)ccc1c3ccccc3ccc21. It tested positive (active) for: NR-AhR (Aryl hydrocarbon Receptor agonist activity), and SR-ARE (Antioxidant Response Element (oxidative stress)). (2) The molecule is O=S(=O)([O-])c1ccc(N=Nc2c(O)ccc3ccccc23)cc1. It tested positive (active) for: NR-AhR (Aryl hydrocarbon Receptor agonist activity). (3) The molecule is O=C1c2c(O)ccc([N+](=O)[O-])c2C(=O)c2c([N+](=O)[O-])ccc(O)c21. It tested positive (active) for: SR-ARE (Antioxidant Response Element (oxidative stress)), and SR-MMP (Mitochondrial Membrane Potential disruption). (4) The compound is CCCCC(CC)COC(=O)C(C#N)=C(c1ccccc1)c1ccccc1. It tested positive (active) for: NR-Aromatase (Aromatase enzyme inhibition), and SR-ARE (Antioxidant Response Element (oxidative stress)).